Predict the product of the given reaction. From a dataset of Forward reaction prediction with 1.9M reactions from USPTO patents (1976-2016). (1) Given the reactants CC(C)([O-:4])C.[K+].[F:7][C:8]1[CH:13]=[CH:12][CH:11]=[C:10](F)[C:9]=1[N+:15]([O-:17])=[O:16], predict the reaction product. The product is: [F:7][C:8]1[C:9]([N+:15]([O-:17])=[O:16])=[C:10]([OH:4])[CH:11]=[CH:12][CH:13]=1. (2) Given the reactants [NH:1]1[C:9]2[C:4](=[CH:5][CH:6]=[C:7]([C:10]([O:12][CH3:13])=[O:11])[CH:8]=2)[CH:3]=[CH:2]1.CC(C)([O-])C.[K+].I[CH2:21][CH2:22][CH2:23][CH3:24], predict the reaction product. The product is: [CH2:21]([N:1]1[C:9]2[C:4](=[CH:5][CH:6]=[C:7]([C:10]([O:12][CH3:13])=[O:11])[CH:8]=2)[CH:3]=[CH:2]1)[CH2:22][CH2:23][CH3:24]. (3) Given the reactants [CH:1]1([N:6]2[CH2:12][C:11]([F:14])([F:13])[C:10](=[O:15])[N:9]([CH3:16])[C:8]3[CH:17]=[N:18][C:19]([NH:21][C:22]4[CH:30]=[CH:29][C:25]([C:26]([OH:28])=O)=[CH:24][C:23]=4[O:31][CH3:32])=[N:20][C:7]2=3)[CH2:5][CH2:4][CH2:3][CH2:2]1.C(N(C(C)C)C(C)C)C.[CH:42]1([N:45]2[CH2:50][CH2:49][CH:48]([NH2:51])[CH2:47][CH2:46]2)[CH2:44][CH2:43]1, predict the reaction product. The product is: [CH:1]1([N:6]2[CH2:12][C:11]([F:13])([F:14])[C:10](=[O:15])[N:9]([CH3:16])[C:8]3[CH:17]=[N:18][C:19]([NH:21][C:22]4[CH:30]=[CH:29][C:25]([C:26]([NH:51][CH:48]5[CH2:49][CH2:50][N:45]([CH:42]6[CH2:44][CH2:43]6)[CH2:46][CH2:47]5)=[O:28])=[CH:24][C:23]=4[O:31][CH3:32])=[N:20][C:7]2=3)[CH2:2][CH2:3][CH2:4][CH2:5]1. (4) Given the reactants Br[C:2]1[CH:7]=[CH:6][C:5]([CH2:8][CH2:9][CH2:10][CH2:11][CH2:12][CH3:13])=[CH:4][CH:3]=1.C([Sn](CCCC)(CCCC)[C:19]1[S:20][C:21]([Sn](CCCC)(CCCC)CCCC)=[CH:22][CH:23]=1)CCC, predict the reaction product. The product is: [CH2:8]([C:5]1[CH:6]=[CH:7][C:2]([C:21]2[S:20][C:19]([C:2]3[CH:3]=[CH:4][C:5]([CH2:8][CH2:9][CH2:10][CH2:11][CH2:12][CH3:13])=[CH:6][CH:7]=3)=[CH:23][CH:22]=2)=[CH:3][CH:4]=1)[CH2:9][CH2:10][CH2:11][CH2:12][CH3:13]. (5) Given the reactants [F:1][C:2]([F:13])([F:12])[C:3]1[CH:8]=[CH:7][C:6](B(O)O)=[CH:5][CH:4]=1.Cl[C:15]1[N:20]=[C:19]([CH3:21])[CH:18]=[CH:17][N:16]=1.C([O-])([O-])=O.[K+].[K+].COCCOC, predict the reaction product. The product is: [CH3:21][C:19]1[CH:18]=[CH:17][N:16]=[C:15]([C:6]2[CH:7]=[CH:8][C:3]([C:2]([F:13])([F:12])[F:1])=[CH:4][CH:5]=2)[N:20]=1. (6) Given the reactants C([N:8]1[CH2:13][CH2:12][NH:11][CH2:10][CH2:9]1)(OC(C)(C)C)=O.C(N(C(C)C)CC)(C)C.[CH3:23][CH:24]([S:26](Cl)(=[O:28])=[O:27])[CH3:25], predict the reaction product. The product is: [CH3:23][CH:24]([S:26]([N:8]1[CH2:9][CH2:10][NH:11][CH2:12][CH2:13]1)(=[O:28])=[O:27])[CH3:25]. (7) Given the reactants [CH3:1][O:2][C:3]1[CH:8]=[C:7]([CH3:9])[CH:6]=[C:5]([CH3:10])[C:4]=1[C:11]1[N:16]2[N:17]=[C:18]([S:26][CH3:27])[C:19]([NH:20][CH2:21][CH:22]3[CH2:25][CH2:24][O:23]3)=[C:15]2[CH:14]=[CH:13][CH:12]=1.[H-].[Na+].[CH:30]1([CH2:33]Br)[CH2:32][CH2:31]1.O, predict the reaction product. The product is: [CH:30]1([CH2:33][N:20]([C:19]2[C:18]([S:26][CH3:27])=[N:17][N:16]3[C:11]([C:4]4[C:5]([CH3:10])=[CH:6][C:7]([CH3:9])=[CH:8][C:3]=4[O:2][CH3:1])=[CH:12][CH:13]=[CH:14][C:15]=23)[CH2:21][CH:22]2[CH2:25][CH2:24][O:23]2)[CH2:32][CH2:31]1. (8) Given the reactants Cl.[CH3:2][O:3][C:4](=[O:8])[C@@H:5]([CH3:7])[NH2:6].C([O-])(=O)C.[K+].[O:14]1[C:18]2([CH2:23][CH2:22][C:21](=O)[CH2:20][CH2:19]2)[O:17][CH2:16][CH2:15]1.C(O[BH-](OC(=O)C)OC(=O)C)(=O)C.[Na+].C(=O)(O)[O-].[Na+], predict the reaction product. The product is: [O:14]1[C:18]2([CH2:23][CH2:22][CH:21]([NH:6][C@@H:5]([C:4]([O:3][CH3:2])=[O:8])[CH3:7])[CH2:20][CH2:19]2)[O:17][CH2:16][CH2:15]1. (9) Given the reactants [ClH:1].[CH3:2][O:3][C:4]1[CH:9]=[CH:8][C:7]([NH:10][S:11]([CH3:14])(=[O:13])=[O:12])=[CH:6][C:5]=1[C:15]1[CH:20]=[CH:19][C:18]([C@@H:21]2[CH2:23][C@H:22]2[NH:24]C(=O)OC(C)(C)C)=[CH:17][CH:16]=1, predict the reaction product. The product is: [ClH:1].[NH2:24][C@@H:22]1[CH2:23][C@H:21]1[C:18]1[CH:17]=[CH:16][C:15]([C:5]2[C:4]([O:3][CH3:2])=[CH:9][CH:8]=[C:7]([NH:10][S:11]([CH3:14])(=[O:13])=[O:12])[CH:6]=2)=[CH:20][CH:19]=1. (10) Given the reactants [CH3:1][C:2]1[CH:3]=[C:4]2[C:9](=[CH:10][CH:11]=1)[NH:8][CH2:7][CH2:6][CH2:5]2.OS(O)(=O)=O.[N+:17]([O-])([OH:19])=[O:18].C([O-])(O)=O.[Na+], predict the reaction product. The product is: [CH3:1][C:2]1[CH:3]=[C:4]2[C:9](=[CH:10][C:11]=1[N+:17]([O-:19])=[O:18])[NH:8][CH2:7][CH2:6][CH2:5]2.